This data is from Reaction yield outcomes from USPTO patents with 853,638 reactions. The task is: Predict the reaction yield, written as a fraction of the theoretical maximum amount of product (1.0 means a 100% yield; for example, 0.34 means a 34% yield). (1) The product is [Cl:26][C:25]1[C:13]2[N:12]=[C:11]([N:9]3[CH:10]=[C:6]([C:4]([OH:5])=[O:3])[CH:7]=[N:8]3)[NH:15][C:14]=2[CH:22]=[C:23]([Cl:28])[C:24]=1[Cl:27]. The yield is 0.740. The catalyst is C(O)(=O)C. The reactants are C([O:3][C:4]([C:6]1[CH:7]=[N:8][N:9]([C:11]2[N:15](COCCOC)[C:14]3[CH:22]=[C:23]([Cl:28])[C:24]([Cl:27])=[C:25]([Cl:26])[C:13]=3[N:12]=2)[CH:10]=1)=[O:5])C.Cl. (2) The reactants are [CH3:1][C:2]([CH3:5])([O-:4])[CH3:3].[K+].[Cl-].[CH3:8][O:9][CH2:10][P+](C1C=CC=CC=1)(C1C=CC=CC=1)C1C=CC=CC=1.C(O[C:35]([N:37]1[CH2:41][C@@H:40]([CH2:42][NH:43][C:44]([O:46][C:47]([CH3:50])([CH3:49])[CH3:48])=[O:45])[CH2:39][C@H:38]1[CH:51]=O)=[O:36])(C)(C)C. The catalyst is O1CCCC1. The product is [C:2]([O:4][C:35]([N:37]1[CH2:41][C@@H:40]([CH2:42][NH:43][C:44]([O:46][C:47]([CH3:48])([CH3:49])[CH3:50])=[O:45])[CH2:39][C@@H:38]1/[CH:51]=[CH:8]/[O:9][CH3:10])=[O:36])([CH3:5])([CH3:3])[CH3:1]. The yield is 0.850. (3) The reactants are [Br:1][C:2]1[CH:3]=[C:4]([C:8]#[C:9][C:10]2[CH:11]=[C:12]([C:15]#[N:16])[NH:13][CH:14]=2)[CH:5]=[CH:6][CH:7]=1.S([O-])([O-])(=O)=[O:18].[Mg+2].C(=O)(O)[O-].[Na+].[O-][Mn](=O)(=O)=O.[K+].[OH2:34]. The catalyst is CC(C)=O.CCOC(C)=O.C(OCC)(=O)C.CCCCCC. The product is [Br:1][C:2]1[CH:3]=[C:4]([C:8](=[O:18])[C:9]([C:10]2[CH:11]=[C:12]([C:15]#[N:16])[NH:13][CH:14]=2)=[O:34])[CH:5]=[CH:6][CH:7]=1. The yield is 0.840. (4) The product is [C:23]1([C:29](=[N:31][C@H:20]([C:17]2[CH:18]=[CH:19][C:14]([CH3:13])=[CH:15][CH:16]=2)[CH3:22])[CH3:30])[CH:28]=[CH:27][CH:26]=[CH:25][CH:24]=1. The yield is 0.890. The reactants are O.C1(C)C=CC(S(O)(=O)=O)=CC=1.[CH3:13][C:14]1[CH:19]=[CH:18][C:17]([C:20]([CH3:22])=O)=[CH:16][CH:15]=1.[C:23]1([C@@H:29]([NH2:31])[CH3:30])[CH:28]=[CH:27][CH:26]=[CH:25][CH:24]=1. The catalyst is C1(C)C=CC=CC=1. (5) The reactants are Br[C:2]1[CH:3]=[CH:4][C:5]([O:18][CH3:19])=[C:6]([C:8]23[CH2:17][CH:12]4[CH2:13][CH:14]([CH2:16][CH:10]([CH2:11]4)[CH2:9]2)[CH2:15]3)[CH:7]=1. The catalyst is CC([O-])=O.CC([O-])=O.[Pd+2].O1CCCC1. The product is [C:8]12([C:6]3[CH:7]=[C:2]([C:2]4[CH:3]=[CH:4][C:5]([O:18][CH3:19])=[C:6]([C:8]56[CH2:9][CH:10]7[CH2:16][CH:14]([CH2:13][CH:12]([CH2:11]7)[CH2:17]5)[CH2:15]6)[CH:7]=4)[CH:3]=[CH:4][C:5]=3[O:18][CH3:19])[CH2:17][CH:12]3[CH2:13][CH:14]([CH2:16][CH:10]([CH2:11]3)[CH2:9]1)[CH2:15]2. The yield is 0.399. (6) The reactants are Br[C:2]1[CH:3]=[C:4]([F:12])[CH:5]=[C:6]2[C:10]=1[NH:9][CH:8]=[C:7]2[CH3:11].[Cl:13][C:14]1[CH:19]=[C:18]([Cl:20])[CH:17]=[CH:16][C:15]=1[OH:21].Cl.CN(C)CC(O)=O.C([O-])([O-])=O.[Cs+].[Cs+]. The catalyst is O1CCOCC1.[Cu]I. The product is [Cl:13][C:14]1[CH:19]=[C:18]([Cl:20])[CH:17]=[CH:16][C:15]=1[O:21][C:2]1[CH:3]=[C:4]([F:12])[CH:5]=[C:6]2[C:10]=1[NH:9][CH:8]=[C:7]2[CH3:11]. The yield is 0.340.